Dataset: Full USPTO retrosynthesis dataset with 1.9M reactions from patents (1976-2016). Task: Predict the reactants needed to synthesize the given product. (1) Given the product [Cl:1][C:2]1[CH:7]=[CH:6][C:5]([C:8]2[N:12]([CH:13]([CH:29]3[CH2:30][CH2:31][CH2:32][CH2:33][CH2:34]3)[C:14]([OH:41])=[O:16])[C:11]3[CH:35]=[C:36]([F:40])[C:37]([F:39])=[CH:38][C:10]=3[N:9]=2)=[CH:4][CH:3]=1, predict the reactants needed to synthesize it. The reactants are: [Cl:1][C:2]1[CH:7]=[CH:6][C:5]([C:8]2[N:12]([CH:13]([CH:29]3[CH2:34][CH2:33][CH2:32][CH2:31][CH2:30]3)[C:14](C)([O:16]C3C=CC(C4NN=NN=4)=CC=3)C)[C:11]3[CH:35]=[C:36]([F:40])[C:37]([F:39])=[CH:38][C:10]=3[N:9]=2)=[CH:4][CH:3]=1.[OH2:41].[OH-].[Li+]. (2) Given the product [CH2:18]([O:20][C:21](=[O:26])[C:22]([O:10][C:9]1[C:8]([CH3:11])=[CH:7][C:4]([CH:5]=[O:6])=[CH:3][C:2]=1[CH3:1])([CH3:24])[CH3:23])[CH3:19], predict the reactants needed to synthesize it. The reactants are: [CH3:1][C:2]1[CH:3]=[C:4]([CH:7]=[C:8]([CH3:11])[C:9]=1[OH:10])[CH:5]=[O:6].C([O-])([O-])=O.[Cs+].[Cs+].[CH2:18]([O:20][C:21](=[O:26])[C:22](Br)([CH3:24])[CH3:23])[CH3:19]. (3) Given the product [N+:1]([C:4]1[CH:5]=[C:6]([CH:10]=[C:11]([N+:13]([O-:15])=[O:14])[CH:12]=1)[CH2:7][OH:8])([O-:3])=[O:2], predict the reactants needed to synthesize it. The reactants are: [N+:1]([C:4]1[CH:5]=[C:6]([CH:10]=[C:11]([N+:13]([O-:15])=[O:14])[CH:12]=1)[C:7](O)=[O:8])([O-:3])=[O:2].B.O1CCCC1.